Dataset: NCI-60 drug combinations with 297,098 pairs across 59 cell lines. Task: Regression. Given two drug SMILES strings and cell line genomic features, predict the synergy score measuring deviation from expected non-interaction effect. (1) Drug 1: CC1=CC2C(CCC3(C2CCC3(C(=O)C)OC(=O)C)C)C4(C1=CC(=O)CC4)C. Drug 2: C1=C(C(=O)NC(=O)N1)F. Cell line: SK-OV-3. Synergy scores: CSS=28.5, Synergy_ZIP=9.55, Synergy_Bliss=8.47, Synergy_Loewe=7.24, Synergy_HSA=9.18. (2) Drug 1: CC12CCC3C(C1CCC2=O)CC(=C)C4=CC(=O)C=CC34C. Drug 2: CCC1(C2=C(COC1=O)C(=O)N3CC4=CC5=C(C=CC(=C5CN(C)C)O)N=C4C3=C2)O.Cl. Cell line: NCI-H226. Synergy scores: CSS=42.3, Synergy_ZIP=-6.10, Synergy_Bliss=0.887, Synergy_Loewe=-14.0, Synergy_HSA=3.26. (3) Drug 1: CC1=CC=C(C=C1)C2=CC(=NN2C3=CC=C(C=C3)S(=O)(=O)N)C(F)(F)F. Drug 2: CC1C(C(CC(O1)OC2CC(CC3=C2C(=C4C(=C3O)C(=O)C5=C(C4=O)C(=CC=C5)OC)O)(C(=O)CO)O)N)O.Cl. Cell line: BT-549. Synergy scores: CSS=37.1, Synergy_ZIP=2.42, Synergy_Bliss=4.11, Synergy_Loewe=-11.2, Synergy_HSA=4.06. (4) Drug 2: N.N.Cl[Pt+2]Cl. Synergy scores: CSS=32.1, Synergy_ZIP=-6.31, Synergy_Bliss=1.35, Synergy_Loewe=-17.3, Synergy_HSA=3.41. Cell line: SW-620. Drug 1: CC1CCC2CC(C(=CC=CC=CC(CC(C(=O)C(C(C(=CC(C(=O)CC(OC(=O)C3CCCCN3C(=O)C(=O)C1(O2)O)C(C)CC4CCC(C(C4)OC)O)C)C)O)OC)C)C)C)OC. (5) Synergy scores: CSS=6.14, Synergy_ZIP=-0.0115, Synergy_Bliss=8.62, Synergy_Loewe=8.29, Synergy_HSA=8.27. Drug 2: COCCOC1=C(C=C2C(=C1)C(=NC=N2)NC3=CC=CC(=C3)C#C)OCCOC.Cl. Cell line: NCI-H460. Drug 1: CC1=CC2C(CCC3(C2CCC3(C(=O)C)OC(=O)C)C)C4(C1=CC(=O)CC4)C. (6) Drug 1: CC1=C(C=C(C=C1)NC(=O)C2=CC=C(C=C2)CN3CCN(CC3)C)NC4=NC=CC(=N4)C5=CN=CC=C5. Drug 2: C1CC(=O)NC(=O)C1N2C(=O)C3=CC=CC=C3C2=O. Cell line: KM12. Synergy scores: CSS=-1.50, Synergy_ZIP=-0.262, Synergy_Bliss=-1.83, Synergy_Loewe=-4.33, Synergy_HSA=-3.23. (7) Drug 1: CS(=O)(=O)C1=CC(=C(C=C1)C(=O)NC2=CC(=C(C=C2)Cl)C3=CC=CC=N3)Cl. Synergy scores: CSS=5.82, Synergy_ZIP=0.368, Synergy_Bliss=0.914, Synergy_Loewe=-1.23, Synergy_HSA=0.0915. Drug 2: C1=NC(=NC(=O)N1C2C(C(C(O2)CO)O)O)N. Cell line: IGROV1. (8) Drug 1: C1CC(C1)(C(=O)O)C(=O)O.[NH2-].[NH2-].[Pt+2]. Drug 2: CCC1(C2=C(COC1=O)C(=O)N3CC4=CC5=C(C=CC(=C5CN(C)C)O)N=C4C3=C2)O.Cl. Cell line: MDA-MB-435. Synergy scores: CSS=14.5, Synergy_ZIP=-1.74, Synergy_Bliss=8.01, Synergy_Loewe=-9.78, Synergy_HSA=3.11. (9) Drug 1: CC1=C(C=C(C=C1)NC2=NC=CC(=N2)N(C)C3=CC4=NN(C(=C4C=C3)C)C)S(=O)(=O)N.Cl. Drug 2: N.N.Cl[Pt+2]Cl. Cell line: NCI-H460. Synergy scores: CSS=-5.24, Synergy_ZIP=1.80, Synergy_Bliss=0.740, Synergy_Loewe=-4.52, Synergy_HSA=-2.72. (10) Drug 1: COC1=CC(=CC(=C1O)OC)C2C3C(COC3=O)C(C4=CC5=C(C=C24)OCO5)OC6C(C(C7C(O6)COC(O7)C8=CC=CS8)O)O. Drug 2: C(CC(=O)O)C(=O)CN.Cl. Cell line: SF-295. Synergy scores: CSS=47.5, Synergy_ZIP=-7.73, Synergy_Bliss=-8.59, Synergy_Loewe=-9.40, Synergy_HSA=-6.28.